Predict the product of the given reaction. From a dataset of Forward reaction prediction with 1.9M reactions from USPTO patents (1976-2016). (1) Given the reactants OC(C(F)(F)F)=O.[CH3:8][N:9]([CH3:35])[S:10]([N:13]1[C:21]2[CH:20]=[CH:19][C:18]([C:22]([N:24]3[CH2:29][CH2:28][CH:27]([CH3:30])[CH2:26][CH2:25]3)=[O:23])=[CH:17][C:16]=2[C:15]2[CH2:31][NH:32][CH2:33][CH2:34][C:14]1=2)(=[O:12])=[O:11].[C:36]1(=O)[CH2:39][CH2:38][CH2:37]1, predict the reaction product. The product is: [CH:36]1([N:32]2[CH2:33][CH2:34][C:14]3[N:13]([S:10]([N:9]([CH3:8])[CH3:35])(=[O:11])=[O:12])[C:21]4[CH:20]=[CH:19][C:18]([C:22]([N:24]5[CH2:29][CH2:28][CH:27]([CH3:30])[CH2:26][CH2:25]5)=[O:23])=[CH:17][C:16]=4[C:15]=3[CH2:31]2)[CH2:39][CH2:38][CH2:37]1. (2) Given the reactants [F:1][C:2]([F:21])([F:20])[S:3]([O:6][C:7]1[CH2:12][CH2:11][N:10]([C:13]([O:15][C:16]([CH3:19])(C)C)=[O:14])[CH2:9][CH:8]=1)(=[O:5])=[O:4].FC(F)(F)C(O)=O.C(N(CC)CC)C.ClC(OC[C:41]1[CH:46]=[CH:45]C=[CH:43][CH:42]=1)=O, predict the reaction product. The product is: [F:21][C:2]([F:1])([F:20])[S:3]([O:6][C:7]1[CH2:12][CH2:11][N:10]([C:13]([O:15][CH2:16][C:19]2[CH:45]=[CH:46][CH:41]=[CH:42][CH:43]=2)=[O:14])[CH2:9][CH:8]=1)(=[O:4])=[O:5]. (3) Given the reactants [Mg].Br[C:3]1[CH:8]=[CH:7][CH:6]=[C:5]([CH3:9])[CH:4]=1.[CH2:10]([N:17]1[CH2:22][CH2:21][C:20](=[O:23])[CH2:19][CH2:18]1)[C:11]1[CH:16]=[CH:15][CH:14]=[CH:13][CH:12]=1, predict the reaction product. The product is: [CH2:10]([N:17]1[CH2:22][CH2:21][C:20]([C:3]2[CH:8]=[CH:7][CH:6]=[C:5]([CH3:9])[CH:4]=2)([OH:23])[CH2:19][CH2:18]1)[C:11]1[CH:12]=[CH:13][CH:14]=[CH:15][CH:16]=1. (4) The product is: [CH3:29][N:28]([CH3:30])[C:17]1[CH:16]=[C:15]([C:12]2[CH:11]=[CH:10][C:9]([OH:8])=[CH:14][CH:13]=2)[N:19]([C:20]2[CH:25]=[CH:24][C:23]([O:26][CH3:27])=[CH:22][CH:21]=2)[N:18]=1. Given the reactants C([O:8][C:9]1[CH:14]=[CH:13][C:12]([C:15]2[N:19]([C:20]3[CH:25]=[CH:24][C:23]([O:26][CH3:27])=[CH:22][CH:21]=3)[N:18]=[C:17]([N:28]([CH3:30])[CH3:29])[CH:16]=2)=[CH:11][CH:10]=1)C1C=CC=CC=1, predict the reaction product. (5) Given the reactants [NH2:1][C:2]1[C:11]2[C:6](=[CH:7][CH:8]=[CH:9][CH:10]=2)[CH:5]=[CH:4][C:3]=1[C:12]([OH:21])([C:17]([F:20])([F:19])[F:18])[C:13]([F:16])([F:15])[F:14].[CH3:22][O:23][C:24]1[CH:25]=[C:26]([CH:30]=[CH:31][CH:32]=1)[C:27](Cl)=[O:28], predict the reaction product. The product is: [CH3:22][O:23][C:24]1[CH:25]=[C:26]([CH:30]=[CH:31][CH:32]=1)[C:27]([NH:1][C:2]1[C:11]2[C:6](=[CH:7][CH:8]=[CH:9][CH:10]=2)[CH:5]=[CH:4][C:3]=1[C:12]([OH:21])([C:13]([F:14])([F:15])[F:16])[C:17]([F:18])([F:19])[F:20])=[O:28]. (6) Given the reactants C(O)(C(F)(F)F)=O.[F:8][C:9]1[CH:10]=[C:11]([NH:20][C:21]([C@@H:23]2[N:32](C(OC(C)(C)C)=O)[CH2:31][CH2:30][C:29]3[N:28]=[C:27]([O:40][CH3:41])[CH:26]=[CH:25][C:24]2=3)=[O:22])[CH:12]=[C:13]([F:19])[C:14]=1[Si:15]([CH3:18])([CH3:17])[CH3:16].C(=O)([O-])O.[Na+], predict the reaction product. The product is: [F:19][C:13]1[CH:12]=[C:11]([NH:20][C:21]([C@@H:23]2[NH:32][CH2:31][CH2:30][C:29]3[N:28]=[C:27]([O:40][CH3:41])[CH:26]=[CH:25][C:24]2=3)=[O:22])[CH:10]=[C:9]([F:8])[C:14]=1[Si:15]([CH3:18])([CH3:17])[CH3:16]. (7) Given the reactants [NH2:1][C@H:2]1[CH2:6][O:5][CH2:4][C@@H:3]1[OH:7].C(N(CC)CC)C.[CH3:15][C:16]([O:19][C:20](O[C:20]([O:19][C:16]([CH3:18])([CH3:17])[CH3:15])=[O:21])=[O:21])([CH3:18])[CH3:17], predict the reaction product. The product is: [NH2:1][C@H:2]1[CH2:6][O:5][CH2:4][C@@H:3]1[OH:7].[OH:7][C@H:3]1[CH2:4][O:5][CH2:6][C@@H:2]1[NH:1][C:20](=[O:21])[O:19][C:16]([CH3:18])([CH3:17])[CH3:15]. (8) Given the reactants [C:1]([C:4]1[C:12]2[C:7](=[CH:8][C:9]([C:13]([O-:15])=[O:14])=[CH:10][CH:11]=2)[NH:6][CH:5]=1)(=[O:3])[CH3:2].Br[CH2:17][C:18]([O:20][C:21]([CH3:24])([CH3:23])[CH3:22])=[O:19].[C:25]([O-])([O-])=O.[K+].[K+], predict the reaction product. The product is: [C:1]([C:4]1[C:12]2[C:7](=[CH:8][C:9]([C:13]([O:15][CH3:25])=[O:14])=[CH:10][CH:11]=2)[N:6]([CH2:17][C:18]([O:20][C:21]([CH3:24])([CH3:23])[CH3:22])=[O:19])[CH:5]=1)(=[O:3])[CH3:2].